This data is from Full USPTO retrosynthesis dataset with 1.9M reactions from patents (1976-2016). The task is: Predict the reactants needed to synthesize the given product. (1) Given the product [C:1]([O:5][C:6](=[O:26])[NH:7][C:8]1[CH:9]=[C:10]2[CH:16]=[C:15]([CH:60]([OH:61])[CH2:59][CH:56]3[CH2:57][CH2:58][O:53][CH2:54][CH2:55]3)[N:14]([S:17]([C:20]3[CH:25]=[CH:24][CH:23]=[CH:22][CH:21]=3)(=[O:19])=[O:18])[C:11]2=[N:12][CH:13]=1)([CH3:4])([CH3:2])[CH3:3], predict the reactants needed to synthesize it. The reactants are: [C:1]([O:5][C:6](=[O:26])[NH:7][C:8]1[CH:9]=[C:10]2[CH:16]=[CH:15][N:14]([S:17]([C:20]3[CH:25]=[CH:24][CH:23]=[CH:22][CH:21]=3)(=[O:19])=[O:18])[C:11]2=[N:12][CH:13]=1)([CH3:4])([CH3:3])[CH3:2].C([N-]C(C)C)(C)C.[Li+].C([Li])CCC.CCCCCC.C(NC(C)C)(C)C.[O:53]1[CH2:58][CH2:57][CH:56]([CH2:59][CH:60]=[O:61])[CH2:55][CH2:54]1. (2) Given the product [NH2:2][C:1](=[N:16][OH:17])[C:3]1[C:12]([O:13][CH3:14])=[CH:11][C:6]([C:7]([O:9][CH3:10])=[O:8])=[C:5]([F:15])[CH:4]=1, predict the reactants needed to synthesize it. The reactants are: [C:1]([C:3]1[C:12]([O:13][CH3:14])=[CH:11][C:6]([C:7]([O:9][CH3:10])=[O:8])=[C:5]([F:15])[CH:4]=1)#[N:2].[NH2:16][OH:17].